Dataset: Full USPTO retrosynthesis dataset with 1.9M reactions from patents (1976-2016). Task: Predict the reactants needed to synthesize the given product. (1) Given the product [OH:2][C:3]1[C:8]2[NH:9][C:10]([C:12]3[S:13][CH:14]=[CH:15][CH:16]=3)=[N:11][C:7]=2[C:6]([C:17]([NH:19][CH2:20][CH:21]2[CH2:26][CH2:25][CH2:24][CH2:23][NH:22]2)=[O:18])=[CH:5][CH:4]=1, predict the reactants needed to synthesize it. The reactants are: C[O:2][C:3]1[C:8]2[NH:9][C:10]([C:12]3[S:13][CH:14]=[CH:15][CH:16]=3)=[N:11][C:7]=2[C:6]([C:17]([NH:19][CH2:20][CH:21]2[CH2:26][CH2:25][CH2:24][CH2:23][N:22]2C(OC(C)(C)C)=O)=[O:18])=[CH:5][CH:4]=1.B(Br)(Br)Br. (2) Given the product [S:1]1[C:5]2[CH:6]=[CH:7][CH:8]=[CH:9][C:4]=2[N:3]=[C:2]1[C:10]1[C:11](=[O:23])[O:12][C:13]2[C:18]([CH:19]=1)=[CH:17][CH:16]=[C:15]([CH:20]([Br:43])[CH3:21])[CH:14]=2, predict the reactants needed to synthesize it. The reactants are: [S:1]1[C:5]2[CH:6]=[CH:7][CH:8]=[CH:9][C:4]=2[N:3]=[C:2]1[C:10]1[C:11](=[O:23])[O:12][C:13]2[C:18]([CH:19]=1)=[CH:17][CH:16]=[C:15]([CH:20](O)[CH3:21])[CH:14]=2.C1(P(C2C=CC=CC=2)C2C=CC=CC=2)C=CC=CC=1.[Br:43]N1C(=O)CCC1=O.C(OCC)C. (3) Given the product [N+:9]([C:4]1[CH:5]=[CH:6][C:7]([N:19]2[CH:23]=[N:22][CH:21]=[N:20]2)=[C:2]([F:1])[CH:3]=1)([O-:11])=[O:10], predict the reactants needed to synthesize it. The reactants are: [F:1][C:2]1[CH:3]=[C:4]([N+:9]([O-:11])=[O:10])[CH:5]=[CH:6][C:7]=1F.P([O-])([O-])(O)=O.[K+].[K+].[NH:19]1[CH:23]=[N:22][CH:21]=[N:20]1.O. (4) Given the product [Br:1][C:2]1[C:7]([CH3:8])=[CH:6][C:5]([O:9][CH:22]2[CH2:27][CH2:26][O:25][CH2:24][CH2:23]2)=[CH:4][C:3]=1[CH3:10], predict the reactants needed to synthesize it. The reactants are: [Br:1][C:2]1[C:7]([CH3:8])=[CH:6][C:5]([OH:9])=[CH:4][C:3]=1[CH3:10].C([O-])([O-])=O.[Cs+].[Cs+].CS(O[CH:22]1[CH2:27][CH2:26][O:25][CH2:24][CH2:23]1)(=O)=O. (5) The reactants are: [BH4-].[Na+].[F:3][C:4]1[CH:5]=[C:6]([CH3:12])[C:7]([CH:10]=[O:11])=[N:8][CH:9]=1. Given the product [F:3][C:4]1[CH:5]=[C:6]([CH3:12])[C:7]([CH2:10][OH:11])=[N:8][CH:9]=1, predict the reactants needed to synthesize it. (6) Given the product [C:1]([N:4]1[C:12]2[C:7](=[CH:8][CH:9]=[CH:10][CH:11]=2)[CH2:6][CH:5]1[C:13](=[N:22][OH:15])[NH2:14])(=[O:3])[CH3:2], predict the reactants needed to synthesize it. The reactants are: [C:1]([N:4]1[C:12]2[C:7](=[CH:8][CH:9]=[CH:10][CH:11]=2)[CH2:6][CH:5]1[C:13]#[N:14])(=[O:3])[CH3:2].[OH2:15].C([O-])([O-])=O.[Na+].[Na+].[NH2:22]O.Cl. (7) The reactants are: [CH3:1][Si:2]([CH3:26])([CH3:25])[CH2:3][CH2:4][O:5][CH2:6][N:7]1[C:11]2[CH:12]=[N:13][N:14]([CH2:17][O:18][CH2:19][CH2:20][Si:21]([CH3:24])([CH3:23])[CH3:22])[C:15](=[O:16])[C:10]=2[CH:9]=[CH:8]1.C(=O)([O-])O.[Na+].S([O-])([O-])(=O)=O.[Mg+2].ClCCl.[I:41]Cl. Given the product [I:41][C:9]1[C:10]2[C:15](=[O:16])[N:14]([CH2:17][O:18][CH2:19][CH2:20][Si:21]([CH3:24])([CH3:23])[CH3:22])[N:13]=[CH:12][C:11]=2[N:7]([CH2:6][O:5][CH2:4][CH2:3][Si:2]([CH3:26])([CH3:25])[CH3:1])[CH:8]=1, predict the reactants needed to synthesize it.